This data is from Forward reaction prediction with 1.9M reactions from USPTO patents (1976-2016). The task is: Predict the product of the given reaction. (1) Given the reactants [F:1][C:2]1[CH:41]=[C:40]([F:42])[C:39]([F:43])=[CH:38][C:3]=1[CH2:4][O:5][CH2:6][C@@H:7]1[CH2:11][C@@H:10]([S:12]C(C2C=CC=CC=2)(C2C=CC=CC=2)C2C=CC=CC=2)[CH2:9][N:8]1[C:32]1[N:37]=[CH:36][CH:35]=[CH:34][N:33]=1.[C:44]([OH:50])([C:46]([F:49])([F:48])[F:47])=[O:45].C([SiH](C(C)C)C(C)C)(C)C, predict the reaction product. The product is: [F:47][C:46]([F:49])([F:48])[C:44]([OH:50])=[O:45].[N:33]1[CH:34]=[CH:35][CH:36]=[N:37][C:32]=1[N:8]1[C@H:7]([CH2:6][O:5][CH2:4][C:3]2[CH:38]=[C:39]([F:43])[C:40]([F:42])=[CH:41][C:2]=2[F:1])[CH2:11][C@@H:10]([SH:12])[CH2:9]1. (2) Given the reactants [CH2:1]([C:3]1[CH:8]=[C:7]([C:9]([F:12])([F:11])[F:10])[N:6]=[C:5]([CH:13]=O)[CH:4]=1)[CH3:2].[CH3:15][C:16]([S@@:19]([NH2:21])=[O:20])([CH3:18])[CH3:17], predict the reaction product. The product is: [CH2:1]([C:3]1[CH:8]=[C:7]([C:9]([F:12])([F:11])[F:10])[N:6]=[C:5]([CH:13]=[N:21][S@:19]([C:16]([CH3:18])([CH3:17])[CH3:15])=[O:20])[CH:4]=1)[CH3:2]. (3) Given the reactants [CH2:1]([NH2:11])/[CH:2]=[C:3](/[CH2:5][CH2:6][CH:7]=[C:8]([CH3:10])[CH3:9])\[CH3:4].[Cl-].[CH3:13][O:14][C:15](=[O:19])[C:16](O)=[O:17], predict the reaction product. The product is: [CH3:13][O:14][C:15](=[O:19])[C:16]([NH:11][CH2:1]/[CH:2]=[C:3](\[CH3:4])/[CH2:5][CH2:6][CH:7]=[C:8]([CH3:10])[CH3:9])=[O:17]. (4) Given the reactants [N:1]([C:4]1[C:5]2[S:25][CH2:24][CH2:23][C:6]=2[N:7]=[C:8]([N:10]2[CH2:15][CH2:14][N:13]([C:16]3[CH:21]=[CH:20][C:19]([Cl:22])=[CH:18][CH:17]=3)[CH2:12][CH2:11]2)[N:9]=1)=[N+]=[N-].[H-].[Al+3].[Li+].[H-].[H-].[H-].[OH-].[Na+].O, predict the reaction product. The product is: [Cl:22][C:19]1[CH:18]=[CH:17][C:16]([N:13]2[CH2:12][CH2:11][N:10]([C:8]3[N:9]=[C:4]([NH2:1])[C:5]4[S:25][CH2:24][CH2:23][C:6]=4[N:7]=3)[CH2:15][CH2:14]2)=[CH:21][CH:20]=1. (5) Given the reactants [CH3:1][C:2]1([CH3:12])[O:6][C@H:5]2[O:7][C@H:8]([CH:10]=[O:11])[CH2:9][C@H:4]2[O:3]1.[CH:13]1([Mg]Br)[CH2:17][CH2:16][CH2:15][CH2:14]1, predict the reaction product. The product is: [CH3:1][C:2]1([CH3:12])[O:6][C@H:5]2[O:7][C@H:8]([CH:10]([CH:13]3[CH2:17][CH2:16][CH2:15][CH2:14]3)[OH:11])[CH2:9][C@H:4]2[O:3]1. (6) The product is: [OH:43][C@H:40]1[CH2:41][CH2:42][N:37]([C@@H:35]([CH3:36])[CH2:34][N:31]2[CH2:32][CH2:33][CH:28]([NH:27][C:21]([C:15]3[NH:16][C:17]4[C:13]([CH:14]=3)=[C:12]([O:11][CH2:10][C:3]3[C:4]5[CH:9]=[CH:8][CH:7]=[CH:6][C:5]=5[O:1][CH:2]=3)[CH:20]=[CH:19][CH:18]=4)=[O:22])[CH2:29][CH2:30]2)[CH2:38][C@@H:39]1[CH3:44]. Given the reactants [O:1]1[C:5]2[CH:6]=[CH:7][CH:8]=[CH:9][C:4]=2[C:3]([CH2:10][O:11][C:12]2[CH:20]=[CH:19][CH:18]=[C:17]3[C:13]=2[CH:14]=[C:15]([C:21](O)=[O:22])[NH:16]3)=[CH:2]1.Cl.Cl.Cl.[NH2:27][CH:28]1[CH2:33][CH2:32][N:31]([CH2:34][C@@H:35]([N:37]2[CH2:42][CH2:41][C@H:40]([OH:43])[C@@H:39]([CH3:44])[CH2:38]2)[CH3:36])[CH2:30][CH2:29]1, predict the reaction product. (7) Given the reactants [CH3:1][N:2]1[C:6]([C:7]2[CH:8]=[C:9]([CH:11]=[C:12]([F:14])[CH:13]=2)[NH2:10])=[CH:5][N:4]=[C:3]1[CH3:15].C(N(CC)CC)C.[C:23]1([C:36](Cl)=[O:37])[C:35]2[CH2:34][C:33]3[C:28](=[CH:29][CH:30]=[CH:31][CH:32]=3)[C:27]=2[CH:26]=[CH:25][CH:24]=1, predict the reaction product. The product is: [CH3:1][N:2]1[C:6]([C:7]2[CH:8]=[C:9]([NH:10][C:36]([C:23]3[C:35]4[CH2:34][C:33]5[C:28](=[CH:29][CH:30]=[CH:31][CH:32]=5)[C:27]=4[CH:26]=[CH:25][CH:24]=3)=[O:37])[CH:11]=[C:12]([F:14])[CH:13]=2)=[CH:5][N:4]=[C:3]1[CH3:15]. (8) Given the reactants [CH2:1]([O:3][C:4]([N:6]1[C:10]([NH:11][C:12](=[O:29])[C:13]2[CH:18]=[CH:17][C:16]([N:19]3[CH2:24][CH2:23][N:22]([CH3:25])[CH2:21][CH2:20]3)=[CH:15][C:14]=2[N+:26]([O-])=O)=[C:9]2[CH2:30][N:31]([S:35]([C:38]3[CH:43]=[C:42]([F:44])[CH:41]=[C:40]([F:45])[CH:39]=3)(=[O:37])=[O:36])[C:32]([CH3:34])([CH3:33])[C:8]2=[N:7]1)=[O:5])[CH3:2].C1CCCCC=1.[ClH:52], predict the reaction product. The product is: [ClH:52].[ClH:52].[CH2:1]([O:3][C:4]([N:6]1[C:10]([NH:11][C:12](=[O:29])[C:13]2[CH:18]=[CH:17][C:16]([N:19]3[CH2:24][CH2:23][N:22]([CH3:25])[CH2:21][CH2:20]3)=[CH:15][C:14]=2[NH2:26])=[C:9]2[CH2:30][N:31]([S:35]([C:38]3[CH:43]=[C:42]([F:44])[CH:41]=[C:40]([F:45])[CH:39]=3)(=[O:37])=[O:36])[C:32]([CH3:34])([CH3:33])[C:8]2=[N:7]1)=[O:5])[CH3:2].